This data is from Forward reaction prediction with 1.9M reactions from USPTO patents (1976-2016). The task is: Predict the product of the given reaction. (1) Given the reactants C[Si](Cl)(C)C.[CH2:6]([O:8][C:9]([N:11]1[C:20]2[C:15](=[N:16][C:17]([O:21]C)=[CH:18][CH:19]=2)[C@@H:14]([NH:23][C:24]2[N:29]=[C:28]([CH2:30][C:31]3[CH:36]=[C:35]([C:37]([F:40])([F:39])[F:38])[CH:34]=[C:33]([C:41]([F:44])([F:43])[F:42])[CH:32]=3)[C:27]([N:45]3[CH2:50][CH2:49][O:48][CH2:47][CH2:46]3)=[CH:26][N:25]=2)[CH2:13][C@H:12]1[CH2:51][CH3:52])=[O:10])[CH3:7].[I-].[Na+].S([O-])([O-])(=O)=S.[Na+].[Na+], predict the reaction product. The product is: [CH2:6]([O:8][C:9]([N:11]1[C:20]2[C:15](=[N:16][C:17]([OH:21])=[CH:18][CH:19]=2)[C@@H:14]([NH:23][C:24]2[N:29]=[C:28]([CH2:30][C:31]3[CH:36]=[C:35]([C:37]([F:40])([F:39])[F:38])[CH:34]=[C:33]([C:41]([F:44])([F:42])[F:43])[CH:32]=3)[C:27]([N:45]3[CH2:46][CH2:47][O:48][CH2:49][CH2:50]3)=[CH:26][N:25]=2)[CH2:13][C@H:12]1[CH2:51][CH3:52])=[O:10])[CH3:7]. (2) Given the reactants [CH2:1](N(CC)CC)C.Cl.C(OC(=N)[C:13]1[CH:18]=[CH:17][CH:16]=[CH:15][C:14]=1[F:19])C.Cl.[CH3:22][O:23][C:24](=[O:29])[C@H:25]([CH2:27][SH:28])[NH2:26].O, predict the reaction product. The product is: [CH3:22][O:23][C:24]([CH:25]1[CH2:27][S:28][C:1]([C:17]2[CH:18]=[CH:13][C:14]([F:19])=[CH:15][CH:16]=2)=[N:26]1)=[O:29]. (3) Given the reactants C([N:8]1[CH2:13][CH2:12][NH:11][CH2:10][CH2:9]1)(OC(C)(C)C)=O.[CH3:14][C:15]([C:17]1[CH:22]=[CH:21][C:20]([Br:23])=[CH:19][CH:18]=1)=O.C(O)(=O)C.C([BH3-])#N.[Na+], predict the reaction product. The product is: [Br:23][C:20]1[CH:21]=[CH:22][C:17]([CH:15]([N:8]2[CH2:13][CH2:12][NH:11][CH2:10][CH2:9]2)[CH3:14])=[CH:18][CH:19]=1. (4) The product is: [Br:8][C:6]1[CH:5]=[CH:4][C:3]([O:9][CH2:11][CH2:12][CH2:13][Cl:14])=[C:2]([F:1])[CH:7]=1. Given the reactants [F:1][C:2]1[CH:7]=[C:6]([Br:8])[CH:5]=[CH:4][C:3]=1[OH:9].Br[CH2:11][CH2:12][CH2:13][Cl:14], predict the reaction product. (5) Given the reactants CON(C)[C:4]([C:6]1[N:7]=[N:8][N:9]([CH2:11][C:12]2[CH:17]=[CH:16][C:15]([O:18][CH3:19])=[CH:14][CH:13]=2)[CH:10]=1)=[O:5].[CH3:21][Mg]Br, predict the reaction product. The product is: [CH3:19][O:18][C:15]1[CH:14]=[CH:13][C:12]([CH2:11][N:9]2[CH:10]=[C:6]([C:4](=[O:5])[CH3:21])[N:7]=[N:8]2)=[CH:17][CH:16]=1.